Dataset: Forward reaction prediction with 1.9M reactions from USPTO patents (1976-2016). Task: Predict the product of the given reaction. Given the reactants [NH2:1][C:2]1[S:3][C:4]([C:14]2[CH:19]=[CH:18][CH:17]=[CH:16][CH:15]=2)=[CH:5][C:6]=1[C:7]([O:9][C:10]([CH3:13])([CH3:12])[CH3:11])=[O:8].[Cl:20][C:21]1[CH:26]=[CH:25][CH:24]=[C:23]([Cl:27])[C:22]=1[N:28]=[C:29]=[O:30].C(N(CC)CC)C, predict the reaction product. The product is: [Cl:20][C:21]1[CH:26]=[CH:25][CH:24]=[C:23]([Cl:27])[C:22]=1[NH:28][C:29]([NH:1][C:2]1[S:3][C:4]([C:14]2[CH:15]=[CH:16][CH:17]=[CH:18][CH:19]=2)=[CH:5][C:6]=1[C:7]([O:9][C:10]([CH3:13])([CH3:12])[CH3:11])=[O:8])=[O:30].